From a dataset of Reaction yield outcomes from USPTO patents with 853,638 reactions. Predict the reaction yield, written as a fraction of the theoretical maximum amount of product (1.0 means a 100% yield; for example, 0.34 means a 34% yield). (1) The product is [CH:1]1([O:7][C:8]2[C:9]([NH:14][C:15]3[S:16][CH:17]=[C:18]([CH3:20])[N:19]=3)=[N:10][CH:11]=[CH:12][CH:13]=2)[CH2:2][CH2:3][CH2:4][CH2:5][CH2:6]1. The catalyst is C(COC)OC.O. The yield is 0.553. The reactants are [CH:1]1([O:7][C:8]2[C:9]([NH:14][C:15]3[S:16][CH:17]=[C:18]([CH3:20])[N:19]=3)=[N:10][CH:11]=[CH:12][CH:13]=2)[CH2:6][CH2:5][CH2:4][CH:3]=[CH:2]1.CC1C=CC(S(NN)(=O)=O)=CC=1.CC([O-])=O.[Na+]. (2) The reactants are [CH:1]1([C:4]2[C:11]([NH:12][C:13]3[CH:18]=[CH:17][N:16]=[C:15]([CH:19]=[CH2:20])[CH:14]=3)=[CH:10][C:7]([C:8]#[N:9])=[C:6]([N:21]3[CH2:26][CH2:25][N:24]([C:27](=[O:32])[CH2:28][CH2:29][O:30][CH3:31])[C@H:23]([CH3:33])[CH2:22]3)[N:5]=2)[CH2:3][CH2:2]1.[C:34](OC(=O)C)(=[O:36])[CH3:35]. No catalyst specified. The yield is 0.0730. The product is [C:8]([C:7]1[CH:10]=[C:11]([N:12]([C:13]2[CH:18]=[CH:17][N:16]=[C:15]([CH:19]=[CH2:20])[CH:14]=2)[C:34](=[O:36])[CH3:35])[C:4]([CH:1]2[CH2:3][CH2:2]2)=[N:5][C:6]=1[N:21]1[CH2:26][CH2:25][N:24]([C:27](=[O:32])[CH2:28][CH2:29][O:30][CH3:31])[C@H:23]([CH3:33])[CH2:22]1)#[N:9].